This data is from Forward reaction prediction with 1.9M reactions from USPTO patents (1976-2016). The task is: Predict the product of the given reaction. (1) Given the reactants I[C:2]1[C:10]2[C:5](=[CH:6][CH:7]=[CH:8][CH:9]=2)[NH:4][C:3]=1[C:11]([O:13][CH2:14][CH3:15])=[O:12].C([O-])([O-])=O.[Na+].[Na+].[CH2:22]([CH2:25]OC)OC, predict the reaction product. The product is: [CH3:3][N:4]([CH3:5])[C:25]1[CH:22]=[CH:9][C:8]([C:2]2[C:10]3[C:5](=[CH:6][CH:7]=[CH:8][CH:9]=3)[NH:4][C:3]=2[C:11]([O:13][CH2:14][CH3:15])=[O:12])=[CH:7][CH:6]=1. (2) Given the reactants [C:1]([N:5]1[C:9]([C:10]2[CH:15]=[CH:14][C:13]([F:16])=[CH:12][CH:11]=2)=[C:8]([C:17]2[S:18][CH:19]=[C:20]([CH2:22][C:23](O)=[O:24])[N:21]=2)[CH:7]=[N:6]1)([CH3:4])([CH3:3])[CH3:2].CN(C(ON1N=NC2C=CC=NC1=2)=[N+](C)C)C.F[P-](F)(F)(F)(F)F.[O:50]1[CH2:55][CH2:54][CH:53]([CH2:56][NH2:57])[CH2:52][CH2:51]1.O, predict the reaction product. The product is: [C:1]([N:5]1[C:9]([C:10]2[CH:15]=[CH:14][C:13]([F:16])=[CH:12][CH:11]=2)=[C:8]([C:17]2[S:18][CH:19]=[C:20]([CH2:22][C:23]([NH:57][CH2:56][CH:53]3[CH2:54][CH2:55][O:50][CH2:51][CH2:52]3)=[O:24])[N:21]=2)[CH:7]=[N:6]1)([CH3:3])([CH3:2])[CH3:4]. (3) Given the reactants [F:1][C:2]([F:43])([C:34]1[CH:39]=[CH:38][CH:37]=[C:36]([N+:40]([O-:42])=[O:41])[CH:35]=1)[C:3]1[C:4]2[CH:25]=[CH:24][N:23]([CH2:26][O:27][CH2:28][CH2:29][Si:30]([CH3:33])([CH3:32])[CH3:31])[C:5]=2[N:6]=[C:7]([NH:9][C:10]2[CH:15]=[CH:14][C:13]([N:16]3[CH2:21][CH2:20][N:19]([CH3:22])[CH2:18][CH2:17]3)=[CH:12][CH:11]=2)[N:8]=1.ClC1N=C(C(F)([F:72])C2C=CC=C([N+]([O-])=O)C=2)C2C=CN(COCC[Si](C)(C)C)C=2N=1.FC1C=C(C=CC=1N1CCN(C)CC1)N, predict the reaction product. The product is: [F:43][C:2]([F:1])([C:34]1[CH:39]=[CH:38][CH:37]=[C:36]([N+:40]([O-:42])=[O:41])[CH:35]=1)[C:3]1[C:4]2[CH:25]=[CH:24][N:23]([CH2:26][O:27][CH2:28][CH2:29][Si:30]([CH3:33])([CH3:32])[CH3:31])[C:5]=2[N:6]=[C:7]([NH:9][C:10]2[CH:11]=[CH:12][C:13]([N:16]3[CH2:17][CH2:18][N:19]([CH3:22])[CH2:20][CH2:21]3)=[C:14]([F:72])[CH:15]=2)[N:8]=1.